From a dataset of Experimentally validated miRNA-target interactions with 360,000+ pairs, plus equal number of negative samples. Binary Classification. Given a miRNA mature sequence and a target amino acid sequence, predict their likelihood of interaction. (1) The miRNA is hsa-miR-369-3p with sequence AAUAAUACAUGGUUGAUCUUU. The protein sequence of the target gene is MAAAAASGAGGAAGAGTGGAGPAGRLLPPPAPGSPAAPAAVSPAAGQPRPPAPASRGPMPARIGYYEIDRTIGKGNFAVVKRATHLVTKAKVAIKIIDKTQLDEENLKKIFREVQIMKMLCHPHIIRLYQVMETERMIYLVTEYASGGEIFDHLVAHGRMAEKEARRKFKQIVTAVYFCHCRNIVHRDLKAENLLLDANLNIKIADFGFSNLFTPGQLLKTWCGSPPYAAPELFEGKEYDGPKVDIWSLGVVLYVLVCGALPFDGSTLQNLRARVLSGKFRIPFFMSTECEHLIRHMLVL.... Result: 1 (interaction). (2) The miRNA is mmu-miR-212-5p with sequence ACCUUGGCUCUAGACUGCUUACU. The protein sequence of the target gene is MAAPEPLSPAGGAGEEAPEEDEDEAEAEDPERPNAGAGGGRSGGGGSSVSGGGGGGGAGAGGCGGPGGALTRRAVTLRVLLKDALLEPGAGVLSIYYLGKKFLGDLQPDGRIMWQETGQTFNSPSAWATHCKKLVNPAKKSGCGWASVKYKGQKLDKYKATWLRLHQLHTPATAADESPASEGEEEELLMEEEEEDVLAGVSAEDKSRRPLGKSPSEPAHPEATTPGKRVDSKIRVPVRYCMLGSRDLARNPHTLVEVTSFAAINKFQPFNVAVSSNVLFLLDFHSHLTRSEVVGYLGGR.... Result: 0 (no interaction). (3) The miRNA is hsa-miR-302c-3p with sequence UAAGUGCUUCCAUGUUUCAGUGG. The protein sequence of the target gene is MASDLESSLTSIDWLPQLTLRATIEKLGSASQAGPPGSSRKCSPGSPTDPNATLSKDEAAVHQDGKPRYSYATLITYAINSSPAKKMTLSEIYRWICDNFPYYKNAGIGWKNSIRHNLSLNKCFRKVPRPRDDPGKGSYWTIDTCPDISRKRRHPPDDDLSQDSPEQEASKSPRGGVAGSGEASLPPEGNPQMSLQSPTSIASYSQGTGSVDGGAVAAGASGRESAEGPPPLYNTNHDFKFSYSEINFQDLSWSFRNLYKSMLEKSSSSSQHGFSSLLGDIPPSNNYYMYQQQQPPPPQQ.... Result: 1 (interaction). (4) The miRNA is hsa-miR-302b-3p with sequence UAAGUGCUUCCAUGUUUUAGUAG. The protein sequence of the target gene is MPRRGYSKPGSWGSFWAMLTLVGLVTHAAQRADVGGEAAGTSINHSQAVLQRLQELLRQGNASDVVLRVQAAGTDEVRVFHAHRLLLGLHSELFLELLSNQSEAVLQEPQDCAAVFDKFIRYLYCGELTVLLTQAIPLHRLATKYGVSSLQRGVADYMRAHLAGGAGPAVGWYHYAVGTGDEALRESCLQFLAWNLSAVAASTEWGAVSPELLWQLLQRSDLVLQDELELFHALEAWLGRARPPPAVAERALRAIRYPMIPPAQLFQLQARSAALARHGPAVADLLLQAYQFHAASPLHY.... Result: 0 (no interaction). (5) The miRNA is cel-miR-40-3p with sequence UCACCGGGUGUACAUCAGCUAA. The protein sequence of the target gene is MAPAASRLRAEAGLGALPRRALAQYLLFLRLYPVLTKAATSGILSALGNFLAQMIEKKRKKENSRSLDVGGPLRYAVYGFFFTGPLSHFFYFFMEHWIPPEVPLAGLRRLLLDRLVFAPAFLMLFFLIMNFLEGKDASAFAAKMRGGFWPALRMNWRVWTPLQFININYVPLKFRVLFANLAALFWYAYLASLGK. Result: 0 (no interaction). (6) The miRNA is ath-miR156d-5p with sequence UGACAGAAGAGAGUGAGCAC. The protein sequence of the target gene is MGTRQTKGSLAERASPGAAPGPRRERPDFWASLLLRAGDKAGRAGAGMPPYHRRVGMVQELLRMVRQGRREEAGTLLQHLRQDLGMESTSLDDVLYRYASFRNLVDPITHDLIISLARYIHCPKPEGDALGAMEKLCRQLTYHLSPHSQWRRHRGLVKRKPQACLKAVLAGSPPDNTVDLSGIPLTSRDLERVTSYLQRCGEQVDSVELGFTGLTDDMVLQLLPALSTLPRLTTLALNGNRLTRAVLRDLTDILKDPSKFPNVTWIDLGNNVDIFSLPQPFLLSLRKRSPKQGHLPTILE.... Result: 0 (no interaction).